Dataset: Full USPTO retrosynthesis dataset with 1.9M reactions from patents (1976-2016). Task: Predict the reactants needed to synthesize the given product. The reactants are: [CH2:1]([N:8]1[CH2:13][CH2:12][CH:11]([C:14]([NH:16][C:17]2[CH:22]=[CH:21][C:20]([CH2:23][NH:24][C:25]3[C:34]4[C:29](=[CH:30][CH:31]=[CH:32][CH:33]=4)[N:28]=[C:27](Cl)[N:26]=3)=[CH:19][CH:18]=2)=[O:15])[CH2:10][CH2:9]1)[C:2]1[CH:7]=[CH:6][CH:5]=[CH:4][CH:3]=1.[CH3:36][NH:37][CH3:38]. Given the product [CH2:1]([N:8]1[CH2:13][CH2:12][CH:11]([C:14]([NH:16][C:17]2[CH:22]=[CH:21][C:20]([CH2:23][NH:24][C:25]3[C:34]4[C:29](=[CH:30][CH:31]=[CH:32][CH:33]=4)[N:28]=[C:27]([N:37]([CH3:38])[CH3:36])[N:26]=3)=[CH:19][CH:18]=2)=[O:15])[CH2:10][CH2:9]1)[C:2]1[CH:7]=[CH:6][CH:5]=[CH:4][CH:3]=1, predict the reactants needed to synthesize it.